From a dataset of Forward reaction prediction with 1.9M reactions from USPTO patents (1976-2016). Predict the product of the given reaction. (1) Given the reactants [N+:1]([O-:4])(O)=[O:2].[Cl:5][C:6]1[CH:13]=[C:12]([F:14])[CH:11]=[CH:10][C:7]=1[C:8]#[N:9].C(=O)([O-])[O-].[Na+].[Na+], predict the reaction product. The product is: [Cl:5][C:6]1[CH:13]=[C:12]([F:14])[C:11]([N+:1]([O-:4])=[O:2])=[CH:10][C:7]=1[C:8]#[N:9]. (2) Given the reactants [CH:1]1([S:4]([NH:7][C@@H:8]2[CH2:12][C@H:11](C(O)=O)[C@H:10]([CH2:16][CH3:17])[CH2:9]2)(=[O:6])=[O:5])[CH2:3][CH2:2]1.C1C=CC(P([N:32]=[N+]=[N-])(C2C=CC=CC=2)=O)=CC=1.C[C:36]([OH:39])(C)C, predict the reaction product. The product is: [CH2:16]([C@H:10]1[C@@H:11]([N:32]=[C:36]=[O:39])[CH2:12][C@@H:8]([NH:7][S:4]([CH:1]2[CH2:2][CH2:3]2)(=[O:5])=[O:6])[CH2:9]1)[CH3:17]. (3) Given the reactants [F:1][C:2]([F:13])([F:12])[C:3]1[CH:11]=[CH:10][C:6]([C:7]([NH2:9])=[S:8])=[CH:5][N:4]=1.FC(F)(F)C1C=CC(C(O)=O)=CN=1.ClCC1OC(C2(C)CCCCC2)=NC=1C.ClCC1SC(C2CCC(F)(F)CC2)=NC=1COC.[CH3:60][O:61][C:62](=[O:70])[CH:63](Cl)[C:64](=O)[CH2:65][O:66][CH3:67], predict the reaction product. The product is: [CH3:60][O:61][C:62]([C:63]1[S:8][C:7]([C:6]2[CH:5]=[N:4][C:3]([C:2]([F:1])([F:12])[F:13])=[CH:11][CH:10]=2)=[N:9][C:64]=1[CH2:65][O:66][CH3:67])=[O:70]. (4) Given the reactants CCN(C(C)C)C(C)C.[CH3:10][O:11][C:12]1[CH:13]=[CH:14][CH:15]=[C:16]2[C:21]=1[O:20][C:19](=[O:22])[C:18]([C:23]([OH:25])=O)=[CH:17]2.CN(C(ON1N=NC2C=CC=NC1=2)=[N+](C)C)C.F[P-](F)(F)(F)(F)F.[NH2:50][C:51]1[CH:52]=[C:53]([C:57]2[CH:62]=[CH:61][CH:60]=[CH:59][C:58]=2[NH:63][C:64](=[O:66])[CH3:65])[CH:54]=[CH:55][CH:56]=1, predict the reaction product. The product is: [C:64]([NH:63][C:58]1[CH:59]=[CH:60][CH:61]=[CH:62][C:57]=1[C:53]1[CH:54]=[CH:55][CH:56]=[C:51]([NH:50][C:23]([C:18]2[C:19](=[O:22])[O:20][C:21]3[C:16]([CH:17]=2)=[CH:15][CH:14]=[CH:13][C:12]=3[O:11][CH3:10])=[O:25])[CH:52]=1)(=[O:66])[CH3:65]. (5) Given the reactants Cl.[NH2:2][C@H:3]1[CH2:8][CH2:7][C@H:6]([NH:9][C:10]([C:12]2[C:16]3=[N:17][CH:18]=[CH:19][C:20]([C:21]4[CH:26]=[CH:25][C:24]([O:27][CH3:28])=[CH:23][C:22]=4[O:29][CH2:30][CH:31]4[CH2:33][CH2:32]4)=[C:15]3[NH:14][C:13]=2[CH3:34])=[O:11])[CH2:5][CH2:4]1.C([O:38][C@@H:39]([CH3:43])[C:40](Cl)=[O:41])(=O)C, predict the reaction product. The product is: [CH:31]1([CH2:30][O:29][C:22]2[CH:23]=[C:24]([O:27][CH3:28])[CH:25]=[CH:26][C:21]=2[C:20]2[CH:19]=[CH:18][N:17]=[C:16]3[C:12]([C:10]([NH:9][C@H:6]4[CH2:7][CH2:8][C@H:3]([NH:2][C:40](=[O:41])[C@@H:39]([OH:38])[CH3:43])[CH2:4][CH2:5]4)=[O:11])=[C:13]([CH3:34])[NH:14][C:15]=23)[CH2:32][CH2:33]1. (6) Given the reactants [Na].[Br:2][C:3]1[CH:8]=[CH:7][C:6]([N:9]2[CH2:14][CH2:13][NH:12][CH2:11][CH2:10]2)=[CH:5][C:4]=1[O:15][CH3:16].[CH2:17](N(C(C)C)C(C)C)C.C=O, predict the reaction product. The product is: [Br:2][C:3]1[CH:8]=[CH:7][C:6]([N:9]2[CH2:10][CH2:11][N:12]([CH3:17])[CH2:13][CH2:14]2)=[CH:5][C:4]=1[O:15][CH3:16]. (7) Given the reactants Br[C:2]1[CH:7]=[CH:6][C:5]([F:8])=[C:4]([Br:9])[C:3]=1[F:10].[NH:11]1[CH2:15][CH2:14][CH2:13][C:12]1=[O:16].C([O-])([O-])=O.[Cs+].[Cs+].CC1(C)C2C(=C(P(C3C=CC=CC=3)C3C=CC=CC=3)C=CC=2)OC2C(P(C3C=CC=CC=3)C3C=CC=CC=3)=CC=CC1=2, predict the reaction product. The product is: [Br:9][C:4]1[C:3]([F:10])=[C:2]([N:11]2[CH2:15][CH2:14][CH2:13][C:12]2=[O:16])[CH:7]=[CH:6][C:5]=1[F:8].